From a dataset of Catalyst prediction with 721,799 reactions and 888 catalyst types from USPTO. Predict which catalyst facilitates the given reaction. (1) Product: [OH:16][C@H:15]([CH2:17][NH:29][CH2:30][CH2:31][CH2:32][N:33]1[CH2:37][CH2:36][CH2:35][CH2:34]1)[CH2:14][O:13][C:12]1[CH:11]=[C:10]2[C:5]([C:6]([O:18][C:19]3[CH:20]=[C:21]4[C:25](=[CH:26][CH:27]=3)[NH:24][CH:23]=[C:22]4[CH3:28])=[N:7][CH:8]=[N:9]2)=[CH:4][C:3]=1[O:2][CH3:1]. The catalyst class is: 3. Reactant: [CH3:1][O:2][C:3]1[CH:4]=[C:5]2[C:10](=[CH:11][C:12]=1[O:13][CH2:14][C@H:15]1[CH2:17][O:16]1)[N:9]=[CH:8][N:7]=[C:6]2[O:18][C:19]1[CH:20]=[C:21]2[C:25](=[CH:26][CH:27]=1)[NH:24][CH:23]=[C:22]2[CH3:28].[NH2:29][CH2:30][CH2:31][CH2:32][N:33]1[CH2:37][CH2:36][CH2:35][CH2:34]1. (2) Reactant: [CH3:1][O:2][C:3]([CH:5]1[CH2:10][CH:9]2[CH2:11][CH2:12][C:6]1([O:13][CH3:14])[CH:7]=[CH:8]2)=[O:4]. Product: [CH3:1][O:2][C:3]([CH:5]1[CH2:10][CH:9]2[CH2:11][CH2:12][C:6]1([O:13][CH3:14])[CH2:7][CH2:8]2)=[O:4]. The catalyst class is: 43.